Predict which catalyst facilitates the given reaction. From a dataset of Catalyst prediction with 721,799 reactions and 888 catalyst types from USPTO. (1) Reactant: [F:1][C:2]1[CH:10]=[CH:9][CH:8]=[CH:7][C:3]=1[C:4]([OH:6])=[O:5].[H-].[Na+].[CH2:13]([O:15][C:16](=[O:27])[CH:17](Cl)[C:18](=[O:25])[C:19]1[CH:24]=[CH:23][CH:22]=[CH:21][CH:20]=1)[CH3:14]. Product: [CH2:13]([O:15][C:16]([CH:17]([O:5][C:4](=[O:6])[C:3]1[CH:7]=[CH:8][CH:9]=[CH:10][C:2]=1[F:1])[C:18](=[O:25])[C:19]1[CH:24]=[CH:23][CH:22]=[CH:21][CH:20]=1)=[O:27])[CH3:14]. The catalyst class is: 219. (2) Reactant: [C:1]1([CH2:7][C@@H:8]([NH2:11])[CH2:9][NH2:10])[CH:6]=[CH:5][CH:4]=[CH:3][CH:2]=1.[C:12](O)(=O)C.C(N)=N. Product: [CH2:7]([C@@H:8]1[CH2:9][NH:10][CH:12]=[N:11]1)[C:1]1[CH:6]=[CH:5][CH:4]=[CH:3][CH:2]=1. The catalyst class is: 8.